Dataset: Full USPTO retrosynthesis dataset with 1.9M reactions from patents (1976-2016). Task: Predict the reactants needed to synthesize the given product. (1) Given the product [CH3:38][O:39][C:20]1[CH:21]=[CH:22][C:17]([N:15]2[C:14](=[O:23])[C:9]3=[CH:10][NH:11][C:12]4[CH:13]=[C:4]([N+:1]([O-:3])=[O:2])[CH:5]=[CH:6][C:7]=4[C:8]3=[N:16]2)=[CH:18][CH:19]=1, predict the reactants needed to synthesize it. The reactants are: [N+:1]([C:4]1[CH:5]=[CH:6][C:7]2[C:8]3[C:9]([C:14](=[O:23])[N:15]([C:17]4[CH:22]=[CH:21][CH:20]=[CH:19][CH:18]=4)[N:16]=3)=[CH:10][NH:11][C:12]=2[CH:13]=1)([O-:3])=[O:2].ClC1C2C(=CC([N+]([O-])=O)=CC=2)N=CC=1[C:38](OCC)=[O:39].COC1C=CC(NN)=CC=1. (2) Given the product [CH2:1]([O:8][CH2:9][CH2:10][CH2:11][N:12]1[C:21](=[O:22])[C:20]2[C:15](=[CH:16][CH:17]=[C:18]([O:23][CH3:24])[C:19]=2[CH:43]([C:42]2[CH:45]=[CH:46][C:39]([Cl:38])=[CH:40][CH:41]=2)[OH:44])[N:14]([CH3:25])[C:13]1=[O:26])[C:2]1[CH:7]=[CH:6][CH:5]=[CH:4][CH:3]=1, predict the reactants needed to synthesize it. The reactants are: [CH2:1]([O:8][CH2:9][CH2:10][CH2:11][N:12]1[C:21](=[O:22])[C:20]2[C:15](=[CH:16][CH:17]=[C:18]([O:23][CH3:24])[CH:19]=2)[N:14]([CH3:25])[C:13]1=[O:26])[C:2]1[CH:7]=[CH:6][CH:5]=[CH:4][CH:3]=1.CC1(C)CCCC(C)(C)[N-]1.[Li+].[Cl:38][C:39]1[CH:46]=[CH:45][C:42]([CH:43]=[O:44])=[CH:41][CH:40]=1. (3) Given the product [F:25][C:22]1[CH:21]=[N:20][C:19]([N:16]2[C:6]3[CH2:7][C@H:2]([CH3:1])[N:3]([C:9]([O:11][C:12]([CH3:15])([CH3:14])[CH3:13])=[O:10])[CH2:4][C:5]=3[N:18]=[N:17]2)=[N:24][CH:23]=1, predict the reactants needed to synthesize it. The reactants are: [CH3:1][C@H:2]1[CH2:7][C:6](=O)[CH2:5][CH2:4][N:3]1[C:9]([O:11][C:12]([CH3:15])([CH3:14])[CH3:13])=[O:10].[N:16]([C:19]1[N:24]=[CH:23][C:22]([F:25])=[CH:21][N:20]=1)=[N+:17]=[N-:18].N1CCCC1.C([O-])(O)=O.[Na+].C1C=C(Cl)C=C(C(OO)=O)C=1.[OH-].[Na+]. (4) Given the product [N+:1]([C:4]1[CH:5]=[CH:6][C:7]([CH:10]2[CH2:11][C:12](=[O:14])[O:18][C:16](=[O:17])[CH2:15]2)=[CH:8][CH:9]=1)([O-:3])=[O:2], predict the reactants needed to synthesize it. The reactants are: [N+:1]([C:4]1[CH:9]=[CH:8][C:7]([CH:10]([CH2:15][C:16]([OH:18])=[O:17])[CH2:11][C:12]([OH:14])=O)=[CH:6][CH:5]=1)([O-:3])=[O:2].C(OC(=O)C)(=O)C. (5) Given the product [O:24]1[CH2:23][CH2:22][N:21]([C:20]2[C:15]3[N:16]([C:27]([C:29]4[CH:30]=[CH:31][C:32]([CH2:35][CH2:36][C:37]([O:39][CH2:40][CH3:41])=[O:38])=[N:33][CH:34]=4)=[C:13](/[CH:12]=[CH:11]/[C:2]4[CH:3]=[CH:4][C:5]5[C:10](=[CH:9][CH:8]=[CH:7][CH:6]=5)[N:1]=4)[N:14]=3)[N:17]=[CH:18][CH:19]=2)[CH2:26][CH2:25]1, predict the reactants needed to synthesize it. The reactants are: [N:1]1[C:10]2[C:5](=[CH:6][CH:7]=[CH:8][CH:9]=2)[CH:4]=[CH:3][C:2]=1/[CH:11]=[CH:12]/[C:13]1[N:14]=[C:15]2[C:20]([N:21]3[CH2:26][CH2:25][O:24][CH2:23][CH2:22]3)=[CH:19][CH:18]=[N:17][N:16]2[CH:27]=1.Br[C:29]1[CH:30]=[CH:31][C:32]([CH2:35][CH2:36][C:37]([O:39][CH2:40][CH3:41])=[O:38])=[N:33][CH:34]=1.N#N.CC([O-])=O.[K+].C1C=CC(P(C2C=CC=CC=2)C2C=CC=CC=2)=CC=1.